From a dataset of Forward reaction prediction with 1.9M reactions from USPTO patents (1976-2016). Predict the product of the given reaction. (1) Given the reactants Cl[C:2]1[N:11]=[C:10]([NH:12][CH2:13][C:14]2[CH:19]=[CH:18][CH:17]=[CH:16][N:15]=2)[C:9]2[C:4](=[CH:5][CH:6]=[CH:7][C:8]=2[C:20]2[CH:25]=[CH:24][CH:23]=[CH:22][CH:21]=2)[N:3]=1.[CH3:26][C:27]1([CH3:48])[O:32][CH2:31][CH:30]([C:33]2[CH:34]=[N:35][CH:36]=[C:37](B3OC(C)(C)C(C)(C)O3)[CH:38]=2)[CH2:29][O:28]1.C(=O)([O-])[O-].[K+].[K+], predict the reaction product. The product is: [CH3:26][C:27]1([CH3:48])[O:32][CH2:31][CH:30]([C:33]2[CH:38]=[C:37]([C:2]3[N:11]=[C:10]([NH:12][CH2:13][C:14]4[CH:19]=[CH:18][CH:17]=[CH:16][N:15]=4)[C:9]4[C:4](=[CH:5][CH:6]=[CH:7][C:8]=4[C:20]4[CH:25]=[CH:24][CH:23]=[CH:22][CH:21]=4)[N:3]=3)[CH:36]=[N:35][CH:34]=2)[CH2:29][O:28]1. (2) Given the reactants [F:1][C:2]1[CH:7]=[CH:6][CH:5]=[CH:4][C:3]=1[C:8]1[N:9]=[C:10]([C:24]2[C:25]([CH3:34])=[N:26][N:27]3[CH:32]=[CH:31][C:30]([OH:33])=[CH:29][C:28]=23)[S:11][C:12]=1[C:13]1[N:17]=[CH:16][N:15]([CH:18]2[CH2:23][CH2:22][CH2:21][CH2:20][O:19]2)[N:14]=1.Cl.Cl[CH2:37][CH2:38][N:39]1[CH2:44][CH2:43][CH2:42][CH2:41][CH2:40]1.C(=O)([O-])[O-].[K+].[K+].CN(C=O)C, predict the reaction product. The product is: [F:1][C:2]1[CH:7]=[CH:6][CH:5]=[CH:4][C:3]=1[C:8]1[N:9]=[C:10]([C:24]2[C:25]([CH3:34])=[N:26][N:27]3[CH:32]=[CH:31][C:30]([O:33][CH2:37][CH2:38][N:39]4[CH2:44][CH2:43][CH2:42][CH2:41][CH2:40]4)=[CH:29][C:28]=23)[S:11][C:12]=1[C:13]1[N:17]=[CH:16][N:15]([CH:18]2[CH2:23][CH2:22][CH2:21][CH2:20][O:19]2)[N:14]=1.